Dataset: Forward reaction prediction with 1.9M reactions from USPTO patents (1976-2016). Task: Predict the product of the given reaction. (1) Given the reactants [CH2:1]([O:3][C:4]([C:6]1[C:7]([CH3:26])=[N:8][C:9]([NH:13][CH2:14][CH2:15][CH2:16][C:17]2[CH:22]=[CH:21][CH:20]=[C:19]([O:23]C)[C:18]=2[F:25])=[N:10][C:11]=1[CH3:12])=[O:5])[CH3:2].B(Br)(Br)Br.C(Cl)Cl, predict the reaction product. The product is: [CH2:1]([O:3][C:4]([C:6]1[C:11]([CH3:12])=[N:10][C:9]([NH:13][CH2:14][CH2:15][CH2:16][C:17]2[CH:22]=[CH:21][CH:20]=[C:19]([OH:23])[C:18]=2[F:25])=[N:8][C:7]=1[CH3:26])=[O:5])[CH3:2]. (2) The product is: [CH:1]([C:5]1[CH:6]=[C:7](/[CH:19]=[CH:20]/[C:21](=[O:29])[C:22]2[CH:27]=[CH:26][C:25]([CH3:28])=[CH:24][CH:23]=2)[CH:8]=[C:9]2[C:14]=1[O:13][C:12](=[O:15])[C:11]([C:16]([NH:36][CH2:34][CH3:35])=[O:17])=[CH:10]2)([CH2:3][CH3:4])[CH3:2]. Given the reactants [CH:1]([C:5]1[CH:6]=[C:7](/[CH:19]=[CH:20]/[C:21](=[O:29])[C:22]2[CH:27]=[CH:26][C:25]([CH3:28])=[CH:24][CH:23]=2)[CH:8]=[C:9]2[C:14]=1[O:13][C:12](=[O:15])[C:11]([C:16](O)=[O:17])=[CH:10]2)([CH2:3][CH3:4])[CH3:2].S(Cl)(Cl)=O.[CH2:34]([NH:36]CC)[CH3:35], predict the reaction product. (3) Given the reactants [OH:1][C:2]1[CH:10]=[CH:9][C:5]([C:6]([OH:8])=O)=[CH:4][C:3]=1[O:11][CH3:12].C(Cl)(=O)C(Cl)=O.[NH2:19][C:20]1[CH:25]=[CH:24][C:23]([C:26]2([C:31]#[N:32])[CH2:30][CH2:29][CH2:28][CH2:27]2)=[CH:22][CH:21]=1.C(N(CC)CC)C, predict the reaction product. The product is: [C:31]([C:26]1([C:23]2[CH:22]=[CH:21][C:20]([NH:19][C:6](=[O:8])[C:5]3[CH:9]=[CH:10][C:2]([OH:1])=[C:3]([O:11][CH3:12])[CH:4]=3)=[CH:25][CH:24]=2)[CH2:30][CH2:29][CH2:28][CH2:27]1)#[N:32]. (4) The product is: [Cl:1][C:2]1[CH:10]=[CH:9][CH:8]=[CH:7][C:3]=1[C:4]([NH:21][CH2:20][CH:19]([C:16]1[CH:15]=[N:14][C:13]([CH:12]([F:30])[F:11])=[N:18][CH:17]=1)[CH2:22][C:23]1([C:26]([F:29])([F:27])[F:28])[CH2:25][CH2:24]1)=[O:6]. Given the reactants [Cl:1][C:2]1[CH:10]=[CH:9][CH:8]=[CH:7][C:3]=1[C:4]([OH:6])=O.[F:11][CH:12]([F:30])[C:13]1[N:18]=[CH:17][C:16]([CH:19]([CH2:22][C:23]2([C:26]([F:29])([F:28])[F:27])[CH2:25][CH2:24]2)[CH2:20][NH2:21])=[CH:15][N:14]=1, predict the reaction product. (5) Given the reactants [C:1]([CH2:4][C:5]1[C:13]2[C:8](=[CH:9][CH:10]=[CH:11][CH:12]=2)[N:7]([C:14]2[CH:19]=[CH:18][CH:17]=[C:16]([C:20]([OH:22])=[O:21])[CH:15]=2)[C:6]=1[C:23]([OH:25])=[O:24])([OH:3])=[O:2].OS(O)(=O)=O.[CH2:31](O)[CH3:32], predict the reaction product. The product is: [C:20]([C:16]1[CH:15]=[C:14]([N:7]2[C:8]3[C:13](=[CH:12][CH:11]=[CH:10][CH:9]=3)[C:5]([CH2:4][C:1]([O:3][CH2:31][CH3:32])=[O:2])=[C:6]2[C:23]([OH:25])=[O:24])[CH:19]=[CH:18][CH:17]=1)([OH:22])=[O:21]. (6) Given the reactants Br[C:2]1[CH:3]=[C:4]2[N:10](COC)[C:9]([NH:14][CH2:15][CH3:16])=[N:8][C:5]2=[N:6][CH:7]=1.[CH3:17][C:18]1[N:27]=[C:26]([N:28]2[CH2:34][C:33]3[CH:35]=[C:36](B(O)O)[CH:37]=[CH:38][C:32]=3[O:31][CH2:30][CH2:29]2)[C:25]2[CH2:24][C:23]([CH3:43])([CH3:42])[CH2:22][CH2:21][C:20]=2[N:19]=1, predict the reaction product. The product is: [CH2:15]([NH:14][C:9]1[NH:10][C:4]2[C:5]([N:8]=1)=[N:6][CH:7]=[C:2]([C:36]1[CH:37]=[CH:38][C:32]3[O:31][CH2:30][CH2:29][N:28]([C:26]4[C:25]5[CH2:24][C:23]([CH3:42])([CH3:43])[CH2:22][CH2:21][C:20]=5[N:19]=[C:18]([CH3:17])[N:27]=4)[CH2:34][C:33]=3[CH:35]=1)[CH:3]=2)[CH3:16]. (7) The product is: [Cl:15][C:10]1[CH:9]=[C:8]([NH:7][CH:5]([CH3:6])[C:4]([OH:16])=[O:3])[CH:13]=[CH:12][C:11]=1[Cl:14]. Given the reactants C([O:3][C:4](=[O:16])[CH:5]([NH:7][C:8]1[CH:13]=[CH:12][C:11]([Cl:14])=[C:10]([Cl:15])[CH:9]=1)[CH3:6])C.[Li+].[OH-], predict the reaction product.